This data is from Full USPTO retrosynthesis dataset with 1.9M reactions from patents (1976-2016). The task is: Predict the reactants needed to synthesize the given product. (1) Given the product [ClH:1].[CH2:5]([CH:6]1[C:15]2[CH:14]=[C:13]([CH2:16][CH2:17][CH2:18][NH:19][S:20]([CH2:23][CH2:24][CH3:25])(=[O:21])=[O:22])[CH:12]=[CH:11][C:10]=2[CH2:9][CH2:8][CH:7]1[NH:26][CH:27]([CH3:28])[CH3:29])[C:4]1[CH:30]=[CH:31][CH:32]=[CH:2][CH:3]=1, predict the reactants needed to synthesize it. The reactants are: [Cl:1][C:2]1[CH:3]=[C:4]([CH:30]=[CH:31][C:32]=1Cl)[CH2:5][CH:6]1[C:15]2[CH:14]=[C:13]([CH2:16][CH2:17][CH2:18][NH:19][S:20]([CH2:23][CH2:24][CH3:25])(=[O:22])=[O:21])[CH:12]=[CH:11][C:10]=2[CH2:9][CH2:8][CH:7]1[NH:26][CH:27]([CH3:29])[CH3:28].[H][H]. (2) The reactants are: [F:1][C:2]1[C:7]([O:8][CH2:9][CH2:10][CH2:11][CH2:12][CH2:13][CH3:14])=[C:6]([F:15])[CH:5]=[CH:4][CH:3]=1.C([Li])CCC.C([O:24][B:25](OC(C)C)[O:26]C(C)C)(C)C.Cl. Given the product [F:1][C:2]1[C:7]([O:8][CH2:9][CH2:10][CH2:11][CH2:12][CH2:13][CH3:14])=[C:6]([F:15])[CH:5]=[CH:4][C:3]=1[B:25]([OH:26])[OH:24], predict the reactants needed to synthesize it. (3) Given the product [Br:1][C:2]1[CH:7]=[CH:6][C:5]([N:8]=[S:9]([CH3:11])(=[O:10])[N:12]2[CH2:16][CH2:15][CH2:14][CH2:13]2)=[CH:4][CH:3]=1, predict the reactants needed to synthesize it. The reactants are: [Br:1][C:2]1[CH:7]=[CH:6][C:5]([NH:8][S:9]([CH3:11])=[O:10])=[CH:4][CH:3]=1.[NH:12]1[CH2:16][CH2:15][CH2:14][CH2:13]1. (4) The reactants are: [CH2:1]([N:8]1[C:12](=[O:13])[N:11]([CH2:14][C:15]2[CH:20]=[CH:19][C:18]([CH3:21])=[CH:17][CH:16]=2)[N:10]=[C:9]1[CH2:22][OH:23])[CH2:2][CH2:3][CH2:4][CH2:5][CH2:6][CH3:7].C([O:28][C:29](=[O:43])[C:30]([CH3:42])([S:32][C:33]1[CH:41]=[CH:40][C:36]([C:37](O)=[O:38])=[CH:35][CH:34]=1)[CH3:31])(C)(C)C.C(Cl)CCl. Given the product [CH2:1]([N:8]1[C:12](=[O:13])[N:11]([CH2:14][C:15]2[CH:16]=[CH:17][C:18]([CH3:21])=[CH:19][CH:20]=2)[N:10]=[C:9]1[CH2:22][O:23][C:37]([C:36]1[CH:35]=[CH:34][C:33]([S:32][C:30]([CH3:42])([CH3:31])[C:29]([OH:43])=[O:28])=[CH:41][CH:40]=1)=[O:38])[CH2:2][CH2:3][CH2:4][CH2:5][CH2:6][CH3:7], predict the reactants needed to synthesize it. (5) Given the product [NH:1]1[C:9]2[C:4](=[CH:5][CH:6]=[CH:7][C:8]=2[CH2:10][NH2:13])[CH:3]=[CH:2]1, predict the reactants needed to synthesize it. The reactants are: [NH:1]1[C:9]2[C:4](=[CH:5][CH:6]=[CH:7][C:8]=2[CH:10]=O)[CH:3]=[CH:2]1.Cl.[NH2:13]O.C([O-])(=O)C.[NH4+].